From a dataset of Full USPTO retrosynthesis dataset with 1.9M reactions from patents (1976-2016). Predict the reactants needed to synthesize the given product. (1) Given the product [CH3:12][C:13]1[CH:19]=[CH:18][CH:17]=[C:16]([CH3:20])[C:14]=1[NH:15][C:2]1[CH:7]=[CH:6][CH:5]=[CH:4][C:3]=1[CH2:8][C:9]([OH:11])=[O:10], predict the reactants needed to synthesize it. The reactants are: Br[C:2]1[CH:7]=[CH:6][CH:5]=[CH:4][C:3]=1[CH2:8][C:9]([OH:11])=[O:10].[CH3:12][C:13]1[CH:19]=[CH:18][CH:17]=[C:16]([CH3:20])[C:14]=1[NH2:15]. (2) Given the product [CH:8]1([NH:11][C:12]([C:14]2[CH:15]=[CH:16][C:17]([S:20]([NH:23][C:24]3[CH:53]=[C:52]([F:54])[C:27]([C:28]([NH:30][C@H:31]([C:48]([OH:50])=[O:49])[CH2:32][C:33]4[CH:34]=[CH:35][C:36]([N:39]5[C:44](=[O:45])[CH:43]=[CH:42][N:41]([CH3:46])[C:40]5=[O:47])=[CH:37][CH:38]=4)=[O:29])=[C:26]([F:55])[CH:25]=3)(=[O:22])=[O:21])=[CH:18][CH:19]=2)=[O:13])[CH2:9][CH2:10]1, predict the reactants needed to synthesize it. The reactants are: C(O)(C(F)(F)F)=O.[CH:8]1([NH:11][C:12]([C:14]2[CH:19]=[CH:18][C:17]([S:20]([NH:23][C:24]3[CH:53]=[C:52]([F:54])[C:27]([C:28]([NH:30][C@H:31]([C:48]([O:50]C)=[O:49])[CH2:32][C:33]4[CH:38]=[CH:37][C:36]([N:39]5[C:44](=[O:45])[CH:43]=[CH:42][N:41]([CH3:46])[C:40]5=[O:47])=[CH:35][CH:34]=4)=[O:29])=[C:26]([F:55])[CH:25]=3)(=[O:22])=[O:21])=[CH:16][CH:15]=2)=[O:13])[CH2:10][CH2:9]1.Cl.O1CCOCC1. (3) Given the product [NH2:26][C:2]1[N:6]=[C:5]([C:7]2[CH:12]=[CH:11][C:10]([NH:13][C:14](=[O:20])[O:15][C:16]([CH3:19])([CH3:18])[CH3:17])=[CH:9][CH:8]=2)[S:4][N:3]=1, predict the reactants needed to synthesize it. The reactants are: Br[C:2]1[N:6]=[C:5]([C:7]2[CH:12]=[CH:11][C:10]([NH:13][C:14](=[O:20])[O:15][C:16]([CH3:19])([CH3:18])[CH3:17])=[CH:9][CH:8]=2)[S:4][N:3]=1.[Li+].C[Si]([N-:26][Si](C)(C)C)(C)C.